Dataset: Reaction yield outcomes from USPTO patents with 853,638 reactions. Task: Predict the reaction yield, written as a fraction of the theoretical maximum amount of product (1.0 means a 100% yield; for example, 0.34 means a 34% yield). The reactants are [C:1]1([CH:7]([C:13]2[C:18](=[O:19])[C:17]([CH3:20])=[C:16]([CH3:21])[C:15](=[O:22])[C:14]=2[CH3:23])[CH2:8][CH2:9][C:10]([OH:12])=[O:11])[CH:6]=[CH:5][CH:4]=[CH:3][CH:2]=1.[N+:24]([O-:32])([O:26][CH2:27][CH2:28][CH2:29][CH2:30]O)=[O:25].C(N=C=NCCCN(C)C)C. The catalyst is C(Cl)Cl.CN(C1C=CN=CC=1)C. The product is [C:1]1([CH:7]([C:13]2[C:18](=[O:19])[C:17]([CH3:20])=[C:16]([CH3:21])[C:15](=[O:22])[C:14]=2[CH3:23])[CH2:8][CH2:9][C:10]([O:12][CH2:30][CH2:29][CH2:28][CH2:27][O:26][N+:24]([O-:32])=[O:25])=[O:11])[CH:6]=[CH:5][CH:4]=[CH:3][CH:2]=1. The yield is 0.620.